Dataset: Forward reaction prediction with 1.9M reactions from USPTO patents (1976-2016). Task: Predict the product of the given reaction. (1) Given the reactants [C:1]([C:5]1[CH:10]=[C:9]([CH3:11])[CH:8]=[C:7]([C:12]([CH3:15])([CH3:14])[CH3:13])[C:6]=1[OH:16])([CH3:4])([CH3:3])[CH3:2].Br[CH2:18][C:19]([O:21][CH3:22])=[O:20].C(=O)([O-])[O-].[Cs+].[Cs+].O, predict the reaction product. The product is: [C:12]([C:7]1[CH:8]=[C:9]([CH3:11])[CH:10]=[C:5]([C:1]([CH3:4])([CH3:3])[CH3:2])[C:6]=1[O:16][CH2:18][C:19]([O:21][CH3:22])=[O:20])([CH3:15])([CH3:14])[CH3:13]. (2) Given the reactants Cl[C:2]1[CH:7]=[C:6]([O:8][C:9]2[CH:14]=[CH:13][C:12]([N+:15]([O-:17])=[O:16])=[CH:11][CH:10]=2)[N:5]=[CH:4][N:3]=1.[NH2:18][CH:19]1[CH2:24][CH2:23][CH:22]([OH:25])[CH2:21][CH2:20]1.CC(O)C.CO.C(Cl)Cl, predict the reaction product. The product is: [N+:15]([C:12]1[CH:13]=[CH:14][C:9]([O:8][C:6]2[N:5]=[CH:4][N:3]=[C:2]([NH:18][CH:19]3[CH2:24][CH2:23][CH:22]([OH:25])[CH2:21][CH2:20]3)[CH:7]=2)=[CH:10][CH:11]=1)([O-:17])=[O:16]. (3) Given the reactants [CH2:1]([N:9]1[CH2:14][CH2:13][C:12](=O)[CH2:11][CH2:10]1)[CH2:2][C:3]1[CH:8]=[CH:7][CH:6]=[CH:5][CH:4]=1.[NH2:16][OH:17].C([O-])([O-])=O.[K+].[K+].Cl.NO, predict the reaction product. The product is: [CH2:1]([N:9]1[CH2:14][CH2:13][C:12](=[N:16][OH:17])[CH2:11][CH2:10]1)[CH2:2][C:3]1[CH:8]=[CH:7][CH:6]=[CH:5][CH:4]=1. (4) Given the reactants [CH3:1][S:2](Cl)(=[O:4])=[O:3].Cl.[NH2:7][CH:8]([C:34]1[CH:39]=[CH:38][CH:37]=[CH:36][C:35]=1[C:40]([F:43])([F:42])[F:41])[CH2:9][NH:10][C:11](=[O:33])[CH2:12][N:13]1[C:17](=[O:18])[N:16]([CH2:19][C@H:20]([OH:25])[C:21]([F:24])([F:23])[F:22])[C:15]([C:26]2[CH:31]=[CH:30][C:29]([Cl:32])=[CH:28][CH:27]=2)=[N:14]1, predict the reaction product. The product is: [Cl:32][C:29]1[CH:30]=[CH:31][C:26]([C:15]2[N:16]([CH2:19][C@H:20]([OH:25])[C:21]([F:23])([F:24])[F:22])[C:17](=[O:18])[N:13]([CH2:12][C:11]([NH:10][CH2:9][CH:8]([NH:7][S:2]([CH3:1])(=[O:4])=[O:3])[C:34]3[CH:39]=[CH:38][CH:37]=[CH:36][C:35]=3[C:40]([F:41])([F:42])[F:43])=[O:33])[N:14]=2)=[CH:27][CH:28]=1. (5) Given the reactants [Br:1][C:2]1[CH:3]=[C:4]([CH2:12][O:13][Si:14]([CH:21]([CH3:23])[CH3:22])([CH:18]([CH3:20])[CH3:19])[CH:15]([CH3:17])[CH3:16])[C:5]([NH:8][CH:9]=[N:10]O)=[N:6][CH:7]=1.FC(F)(F)C(OC(=O)C(F)(F)F)=O, predict the reaction product. The product is: [Br:1][C:2]1[CH:3]=[C:4]([CH2:12][O:13][Si:14]([CH:21]([CH3:23])[CH3:22])([CH:18]([CH3:20])[CH3:19])[CH:15]([CH3:17])[CH3:16])[C:5]2[N:6]([N:10]=[CH:9][N:8]=2)[CH:7]=1. (6) Given the reactants Br.[CH3:2][N:3]([CH3:25])[CH2:4][CH2:5][CH2:6][C:7]1([C:18]2[CH:23]=[CH:22][C:21]([F:24])=[CH:20][CH:19]=2)[C:11]2[CH:12]=[CH:13][C:14]([C:16]#[N:17])=[CH:15][C:10]=2[CH2:9][O:8]1.[NH:26]1[CH2:30][CH2:29][CH2:28][CH2:27]1, predict the reaction product. The product is: [CH3:25][N:3]([CH3:2])[CH2:4][CH2:5][CH2:6][C:7]1([C:18]2[CH:19]=[CH:20][C:21]([F:24])=[CH:22][CH:23]=2)[C:11]2[CH:12]=[CH:13][C:14]([C:16]([N:26]3[CH2:30][CH2:29][CH2:28][CH2:27]3)=[NH:17])=[CH:15][C:10]=2[CH2:9][O:8]1. (7) Given the reactants [NH:1]1[C:9]2[CH2:8][CH2:7][CH2:6][CH2:5][C:4]=2[CH2:3][C@H:2]1[C:10]([O:12][CH2:13][C:14]1[CH:19]=[CH:18][CH:17]=[CH:16][CH:15]=1)=[O:11].C(N(C(C)C)CC)(C)C.[Br:29][C@H:30]([CH3:34])[C:31](Cl)=[O:32], predict the reaction product. The product is: [Br:29][C@H:30]([CH3:34])[C:31]([N:1]1[C:9]2[CH2:8][CH2:7][CH2:6][CH2:5][C:4]=2[CH2:3][C@H:2]1[C:10]([O:12][CH2:13][C:14]1[CH:19]=[CH:18][CH:17]=[CH:16][CH:15]=1)=[O:11])=[O:32]. (8) Given the reactants [N+:1]([C:4]1[CH:5]=[C:6]2[C:11](=O)[O:10][C:8](=[O:9])[C:7]2=[CH:13][CH:14]=1)([O-:3])=[O:2].[NH2:15][NH2:16].Cl, predict the reaction product. The product is: [OH:9][C:8]1[C:7]2[C:6](=[CH:5][C:4]([N+:1]([O-:3])=[O:2])=[CH:14][CH:13]=2)[C:11]([OH:10])=[N:16][N:15]=1. (9) Given the reactants [NH2:1][C:2]1[S:6][C:5]2[CH2:7][CH2:8][CH2:9][CH2:10][C:4]=2[C:3]=1[C:11]([C:13]1[CH:18]=[CH:17][CH:16]=[CH:15][C:14]=1[Cl:19])=O.[C:20]([O:27][CH3:28])(=[O:26])[CH2:21][CH2:22][C:23]([CH3:25])=O.Cl[Si](C)(C)C, predict the reaction product. The product is: [CH3:25][C:23]1[N:1]=[C:2]2[S:6][C:5]3[CH2:7][CH2:8][CH2:9][CH2:10][C:4]=3[C:3]2=[C:11]([C:13]2[CH:18]=[CH:17][CH:16]=[CH:15][C:14]=2[Cl:19])[C:22]=1[CH2:21][C:20]([O:27][CH3:28])=[O:26]. (10) Given the reactants [C:1]([C:4]1[S:8][C:7]([C:9]([NH:11][CH2:12][C:13]2[CH:18]=[CH:17][CH:16]=[CH:15][CH:14]=2)=[O:10])=[CH:6][CH:5]=1)(=[O:3])[CH3:2].CO[CH:21](OC)[N:22]([CH3:24])[CH3:23], predict the reaction product. The product is: [CH3:21][N:22]([CH3:24])/[CH:23]=[CH:2]/[C:1]([C:4]1[S:8][C:7]([C:9]([NH:11][CH2:12][C:13]2[CH:18]=[CH:17][CH:16]=[CH:15][CH:14]=2)=[O:10])=[CH:6][CH:5]=1)=[O:3].